Dataset: Reaction yield outcomes from USPTO patents with 853,638 reactions. Task: Predict the reaction yield, written as a fraction of the theoretical maximum amount of product (1.0 means a 100% yield; for example, 0.34 means a 34% yield). (1) The reactants are [CH3:1][N:2]([CH3:30])[C:3]([C:5]1[CH:6]=[C:7]([O:22]CC2C=CC=CC=2)[C:8]2[N:12]=[C:11]([CH3:13])[N:10]([C:14]([O:16][C:17]([CH3:20])([CH3:19])[CH3:18])=[O:15])[C:9]=2[CH:21]=1)=[O:4]. The catalyst is [OH-].[Pd+2].[OH-]. The product is [CH3:30][N:2]([CH3:1])[C:3]([C:5]1[CH:6]=[C:7]([OH:22])[C:8]2[N:12]=[C:11]([CH3:13])[N:10]([C:14]([O:16][C:17]([CH3:18])([CH3:19])[CH3:20])=[O:15])[C:9]=2[CH:21]=1)=[O:4]. The yield is 0.920. (2) The reactants are [NH2:1][C:2]1[CH:7]=[CH:6][C:5]([CH2:8][OH:9])=[CH:4][CH:3]=1.C(N(CC)C(C)C)(C)C.[N:19]1[CH:24]=[CH:23][CH:22]=[CH:21][C:20]=1[S:25](Cl)(=[O:27])=[O:26]. No catalyst specified. The product is [OH:9][CH2:8][C:5]1[CH:6]=[CH:7][C:2]([NH:1][S:25]([C:20]2[CH:21]=[CH:22][CH:23]=[CH:24][N:19]=2)(=[O:27])=[O:26])=[CH:3][CH:4]=1. The yield is 0.470. (3) The reactants are [F:1][CH:2]([F:22])[C:3]1[NH:7][C:6]2[C:8]([C:18]([O:20][CH3:21])=[O:19])=[CH:9][C:10]([N:12]3[CH2:17][CH2:16][O:15][CH2:14][CH2:13]3)=[CH:11][C:5]=2[N:4]=1.C([O-])([O-])=O.[K+].[K+].Br[CH2:30][C:31]1[CH:36]=[CH:35][CH:34]=[C:33]([Cl:37])[C:32]=1[Cl:38]. The catalyst is CN(C=O)C. The product is [Cl:38][C:32]1[C:33]([Cl:37])=[CH:34][CH:35]=[CH:36][C:31]=1[CH2:30][N:4]1[C:5]2[CH:11]=[C:10]([N:12]3[CH2:17][CH2:16][O:15][CH2:14][CH2:13]3)[CH:9]=[C:8]([C:18]([O:20][CH3:21])=[O:19])[C:6]=2[N:7]=[C:3]1[CH:2]([F:1])[F:22]. The yield is 0.930. (4) The reactants are [Br:1][C:2]1[CH:7]=[CH:6][C:5]([OH:8])=[CH:4][C:3]=1[O:9][CH3:10].[C:11]12(O)[CH2:20][CH:15]3[CH2:16][CH:17]([CH2:19][CH:13]([CH2:14]3)[CH2:12]1)[CH2:18]2.CS(O)(=O)=O. The catalyst is C(Cl)Cl. The product is [C:11]12([C:7]3[CH:6]=[C:5]([OH:8])[CH:4]=[C:3]([O:9][CH3:10])[C:2]=3[Br:1])[CH2:20][CH:15]3[CH2:16][CH:17]([CH2:19][CH:13]([CH2:14]3)[CH2:12]1)[CH2:18]2.[C:11]12([C:6]3[CH:7]=[C:2]([Br:1])[C:3]([O:9][CH3:10])=[CH:4][C:5]=3[OH:8])[CH2:20][CH:15]3[CH2:16][CH:17]([CH2:19][CH:13]([CH2:14]3)[CH2:12]1)[CH2:18]2. The yield is 0.550. (5) The reactants are [Cl:1][C:2]1[C:10]2[N:9]([CH2:11][C:12](OCC)=[O:13])[C:8]3[CH2:17][CH2:18][N:19]([C:22]([O:24][C:25]([CH3:28])([CH3:27])[CH3:26])=[O:23])[CH2:20][CH2:21][C:7]=3[C:6]=2[CH:5]=[CH:4][C:3]=1[Cl:29].[Li+].[BH4-].[OH-].[Na+].CCOC(C)=O. The catalyst is C1COCC1.O. The product is [Cl:1][C:2]1[C:10]2[N:9]([CH2:11][CH2:12][OH:13])[C:8]3[CH2:17][CH2:18][N:19]([C:22]([O:24][C:25]([CH3:27])([CH3:26])[CH3:28])=[O:23])[CH2:20][CH2:21][C:7]=3[C:6]=2[CH:5]=[CH:4][C:3]=1[Cl:29]. The yield is 0.640. (6) The reactants are Br[C:2]1[CH:23]=[CH:22][C:5]([C:6]([NH:8][S:9]([C:12]2[CH:17]=[CH:16][CH:15]=[CH:14][C:13]=2[S:18](=[O:21])(=[O:20])[NH2:19])(=[O:11])=[O:10])=[O:7])=[CH:4][C:3]=1[O:24][CH:25]([CH3:27])[CH3:26].[O:28]1[C:32]2[CH:33]=[CH:34][CH:35]=[CH:36][C:31]=2[CH:30]=[C:29]1B(O)O.C(=O)([O-])[O-].[Na+].[Na+]. The catalyst is CN(C)C=O.C1C=CC(P(C2C=CC=CC=2)[C-]2C=CC=C2)=CC=1.C1C=CC(P(C2C=CC=CC=2)[C-]2C=CC=C2)=CC=1.Cl[Pd]Cl.[Fe+2]. The product is [O:28]1[C:32]2[CH:33]=[CH:34][CH:35]=[CH:36][C:31]=2[CH:30]=[C:29]1[C:2]1[CH:23]=[CH:22][C:5]([C:6]([NH:8][S:9]([C:12]2[CH:17]=[CH:16][CH:15]=[CH:14][C:13]=2[S:18](=[O:20])(=[O:21])[NH2:19])(=[O:10])=[O:11])=[O:7])=[CH:4][C:3]=1[O:24][CH:25]([CH3:27])[CH3:26]. The yield is 0.520. (7) The reactants are CS(O)(=O)=O.[NH2:6][CH2:7][C:8]1[CH:9]=[C:10]2[C:14](=[CH:15][CH:16]=1)[C:13](=[O:17])[N:12]([CH:18]1[CH2:23][CH2:22][C:21](=[O:24])[NH:20][C:19]1=[O:25])[CH2:11]2.[Cl:26][C:27]1[CH:28]=[C:29]([N:34]=[C:35]=[S:36])[CH:30]=[CH:31][C:32]=1[CH3:33].Cl. The catalyst is C(#N)C. The product is [Cl:26][C:27]1[CH:28]=[C:29]([NH:34][C:35]([NH:6][CH2:7][C:8]2[CH:9]=[C:10]3[C:14](=[CH:15][CH:16]=2)[C:13](=[O:17])[N:12]([CH:18]2[CH2:23][CH2:22][C:21](=[O:24])[NH:20][C:19]2=[O:25])[CH2:11]3)=[S:36])[CH:30]=[CH:31][C:32]=1[CH3:33]. The yield is 0.840. (8) The reactants are Br[C:2]1[CH:3]=[C:4]([S:17]([NH2:20])(=[O:19])=[O:18])[CH:5]=[CH:6][C:7]=1[O:8][C:9]1[CH:14]=[CH:13][C:12]([F:15])=[CH:11][C:10]=1[F:16].[CH3:21][N:22]1[CH:27]=[C:26](B2OC(C)(C)C(C)(C)O2)[CH:25]=[CH:24][C:23]1=[O:37]. The catalyst is O1CCOCC1.C(=O)(O)[O-].C1C=CC(P(C2C=CC=CC=2)[C-]2C=CC=C2)=CC=1.C1C=CC(P(C2C=CC=CC=2)[C-]2C=CC=C2)=CC=1.Cl[Pd]Cl.[Fe+2]. The product is [F:16][C:10]1[CH:11]=[C:12]([F:15])[CH:13]=[CH:14][C:9]=1[O:8][C:7]1[CH:6]=[CH:5][C:4]([S:17]([NH2:20])(=[O:19])=[O:18])=[CH:3][C:2]=1[C:26]1[CH:25]=[CH:24][C:23](=[O:37])[N:22]([CH3:21])[CH:27]=1. The yield is 0.180. (9) The reactants are [CH3:1][C:2]1[CH:7]=[C:6]([C:8]([F:11])([F:10])[F:9])[C:5]([N+:12]([O-:14])=[O:13])=[CH:4][C:3]=1[N+:15]([O-:17])=[O:16].C[C:19]([N:21]([CH3:23])[CH3:22])=O. The product is [N+:15]([C:3]1[CH:4]=[C:5]([N+:12]([O-:14])=[O:13])[C:6]([C:8]([F:10])([F:11])[F:9])=[CH:7][C:2]=1/[CH:1]=[CH:19]/[N:21]([CH3:23])[CH3:22])([O-:17])=[O:16]. The yield is 0.860. The catalyst is CN(C=O)C.